Dataset: Catalyst prediction with 721,799 reactions and 888 catalyst types from USPTO. Task: Predict which catalyst facilitates the given reaction. Reactant: [NH2:1][C@@H:2]1[CH2:7][CH2:6][C@H:5]([NH:8][C:9](=[O:15])OC(C)(C)C)[CH2:4][CH2:3]1.[C:16](OC(=O)C(C)C)(=O)[CH:17](C)[CH3:18].[ClH:27].O1CCOCC1. Product: [ClH:27].[NH2:1][C@@H:2]1[CH2:3][CH2:4][C@H:5]([NH:8][C:9](=[O:15])[CH:17]([CH3:18])[CH3:16])[CH2:6][CH2:7]1. The catalyst class is: 2.